Dataset: Catalyst prediction with 721,799 reactions and 888 catalyst types from USPTO. Task: Predict which catalyst facilitates the given reaction. (1) Reactant: CN1C(=O)CCC1.[CH2:8]([O:10][C:11]1[N:12]=[CH:13][C:14]([NH:17][C:18](=[O:22])[O:19][CH2:20][CH3:21])=[N:15][CH:16]=1)[CH3:9].CC(C)([O-])C.[K+].[CH3:29][C@:30]1([CH2:38][N:39]2[C:43]3[CH:44]=[C:45]([C:48]#[N:49])[CH:46]=[CH:47][C:42]=3[N:41]=[CH:40]2)[CH2:37]CC[C@:32]2(O[CH2:33]2)[CH2:31]1. Product: [CH2:8]([O:10][C:11]1[N:12]=[CH:13][C:14]([N:17]2[CH2:21][C@@:20]3([CH2:33][CH2:32][CH2:31][C@@:30]([CH2:38][N:39]4[C:43]5[CH:44]=[C:45]([C:48]#[N:49])[CH:46]=[CH:47][C:42]=5[N:41]=[CH:40]4)([CH3:29])[CH2:37]3)[O:19][C:18]2=[O:22])=[N:15][CH:16]=1)[CH3:9]. The catalyst class is: 378. (2) Reactant: C(OC([N:8]1[CH2:13][CH2:12][CH:11]([O:14][C:15]2[CH:20]=[C:19]([F:21])[CH:18]=[CH:17][C:16]=2[F:22])[CH2:10][CH2:9]1)=O)(C)(C)C.[ClH:23].CCOCC. The catalyst class is: 12. Product: [ClH:23].[F:22][C:16]1[CH:17]=[CH:18][C:19]([F:21])=[CH:20][C:15]=1[O:14][CH:11]1[CH2:10][CH2:9][NH:8][CH2:13][CH2:12]1. (3) Reactant: [Cl:1][C:2]1[CH:3]=[CH:4][C:5]2[N:11]3[C:12]([N:15]4[CH2:20][CH2:19][CH:18]([C:21]5[CH:26]=[CH:25][CH:24]=[CH:23][CH:22]=5)[CH2:17][CH2:16]4)=[N:13][N:14]=[C:10]3[CH2:9][NH:8][CH2:7][C:6]=2[CH:27]=1.C(N(CC)CC)C.[C:35](OC(=O)C)(=[O:37])[CH3:36]. Product: [C:35]([N:8]1[CH2:7][C:6]2[CH:27]=[C:2]([Cl:1])[CH:3]=[CH:4][C:5]=2[N:11]2[C:12]([N:15]3[CH2:20][CH2:19][CH:18]([C:21]4[CH:22]=[CH:23][CH:24]=[CH:25][CH:26]=4)[CH2:17][CH2:16]3)=[N:13][N:14]=[C:10]2[CH2:9]1)(=[O:37])[CH3:36]. The catalyst class is: 46. (4) Product: [F:1][C:2]1[CH:36]=[CH:35][C:5]([C:6]([NH:8][C@@:9]([C:21]2[CH:26]=[C:25]([O:27][C:28]([F:32])([F:33])[CH:29]([F:31])[F:30])[CH:24]=[C:23]([F:34])[CH:22]=2)([C:14]2[CH:15]=[CH:16][C:17]([F:20])=[CH:18][CH:19]=2)[CH2:10][C:11]([O:13][CH3:41])=[O:12])=[O:7])=[CH:4][C:3]=1[C:37]([F:40])([F:39])[F:38]. The catalyst class is: 11. Reactant: [F:1][C:2]1[CH:36]=[CH:35][C:5]([C:6]([NH:8][C@@:9]([C:21]2[CH:26]=[C:25]([O:27][C:28]([F:33])([F:32])[CH:29]([F:31])[F:30])[CH:24]=[C:23]([F:34])[CH:22]=2)([C:14]2[CH:19]=[CH:18][C:17]([F:20])=[CH:16][CH:15]=2)[CH2:10][C:11]([OH:13])=[O:12])=[O:7])=[CH:4][C:3]=1[C:37]([F:40])([F:39])[F:38].[CH:41]1C=CC(P(N=[N+]=[N-])(C2C=CC=CC=2)=O)=CC=1.CO.C([O-])([O-])=O.[K+].[K+]. (5) Reactant: [NH:1]([C:3]1[CH:8]=[C:7]([C:9]([OH:11])=[O:10])[CH:6]=[CH:5][N:4]=1)[NH2:2].O=[C:13]([CH3:20])[CH2:14][C:15](OCC)=[O:16]. Product: [OH:16][C:15]1[N:1]([C:3]2[CH:8]=[C:7]([CH:6]=[CH:5][N:4]=2)[C:9]([OH:11])=[O:10])[N:2]=[C:13]([CH3:20])[CH:14]=1. The catalyst class is: 52. (6) Reactant: [CH2:1]([C@@H:11]1[CH2:28][C:27]2[CH:26]=[C:25]([O:29][CH2:30][C:31]3[CH:36]=[CH:35][CH:34]=[CH:33][CH:32]=3)[CH:24]=[CH:23][C:22]=2[C@@H:21]2[C@@H:12]1[C@H:13]1[C@@:17]([CH2:19][C@@H:20]2[F:37])([CH3:18])[C:16](=[O:38])[CH2:15][CH2:14]1)[CH2:2][CH2:3][CH2:4][NH:5][CH2:6][CH2:7][CH2:8][CH2:9][CH3:10].[C:39]([OH:47])(=O)[C:40]1[CH:45]=[CH:44][CH:43]=[CH:42][CH:41]=1.ON1C2C=CC=CC=2N=N1.C(N=C=NC(C)C)(C)C. Product: [CH2:30]([O:29][C:25]1[CH:24]=[CH:23][C:22]2[C@@H:21]3[C@H:12]([C@H:13]4[C@@:17]([CH2:19][C@@H:20]3[F:37])([CH3:18])[C:16](=[O:38])[CH2:15][CH2:14]4)[C@H:11]([CH2:1][CH2:2][CH2:3][CH2:4][N:5]([CH2:6][CH2:7][CH2:8][CH2:9][CH3:10])[C:39](=[O:47])[C:40]3[CH:41]=[CH:42][CH:43]=[CH:44][CH:45]=3)[CH2:28][C:27]=2[CH:26]=1)[C:31]1[CH:36]=[CH:35][CH:34]=[CH:33][CH:32]=1. The catalyst class is: 9.